Dataset: Forward reaction prediction with 1.9M reactions from USPTO patents (1976-2016). Task: Predict the product of the given reaction. (1) Given the reactants [F:1][CH:2]([F:37])[C:3]1[N:27](S(C2C=CC=CC=2)(=O)=O)[C:6]2=[N:7][CH:8]=[CH:9][C:10]([C:11]3[S:15][C:14]([S:16]([NH:19][CH:20]4[CH2:24][CH2:23][S:22](=[O:26])(=[O:25])[CH2:21]4)(=[O:18])=[O:17])=[CH:13][CH:12]=3)=[C:5]2[CH:4]=1.CS(C)=O.[F-].C([N+](CCCC)(CCCC)CCCC)CCC, predict the reaction product. The product is: [F:37][CH:2]([F:1])[C:3]1[NH:27][C:6]2=[N:7][CH:8]=[CH:9][C:10]([C:11]3[S:15][C:14]([S:16]([NH:19][CH:20]4[CH2:24][CH2:23][S:22](=[O:26])(=[O:25])[CH2:21]4)(=[O:17])=[O:18])=[CH:13][CH:12]=3)=[C:5]2[CH:4]=1. (2) The product is: [CH3:1][O:2][C:3]1[CH:8]=[CH:7][CH:6]=[CH:5][C:4]=1[N:9]1[CH2:14][CH2:13][N:12]([CH2:7][C:6]2[O:27][C:25]3[C:26](=[N:9][CH:4]=[CH:3][CH:8]=3)[CH:5]=2)[CH2:11][CH2:10]1. Given the reactants [CH3:1][O:2][C:3]1[CH:8]=[CH:7][CH:6]=[CH:5][C:4]=1[N:9]1[CH2:14][CH2:13][NH:12][CH2:11][CH2:10]1.C(O[BH-](O[C:25](=[O:27])[CH3:26])OC(=O)C)(=O)C.[Na+], predict the reaction product. (3) Given the reactants FC(F)(F)C(O)=O.[OH:8][C:9]1([C:22]2[CH:27]=[CH:26][C:25]([CH2:28][O:29][C:30]3[C:39]4[C:34](=[CH:35][CH:36]=[CH:37][CH:38]=4)[C:33]4=[N:40][N:41]=[C:42]([C:43]5[CH:47]=[C:46]([CH3:48])[O:45][N:44]=5)[N:32]4[N:31]=3)=[CH:24][N:23]=2)[CH2:14][CH2:13][N:12](C(OC(C)(C)C)=O)[CH2:11][CH2:10]1, predict the reaction product. The product is: [CH3:48][C:46]1[O:45][N:44]=[C:43]([C:42]2[N:32]3[N:31]=[C:30]([O:29][CH2:28][C:25]4[CH:26]=[CH:27][C:22]([C:9]5([OH:8])[CH2:14][CH2:13][NH:12][CH2:11][CH2:10]5)=[N:23][CH:24]=4)[C:39]4[C:34]([C:33]3=[N:40][N:41]=2)=[CH:35][CH:36]=[CH:37][CH:38]=4)[CH:47]=1. (4) The product is: [NH2:20][CH2:19][CH2:18][CH2:17][O:16][C:11]1[CH:10]=[C:9]([CH:14]=[C:13]([OH:15])[CH:12]=1)[C:8]([NH:7][CH2:6][C@H:5]([NH:22][C:23]([C:25]1[C:30]([CH3:31])=[N:29][C:28]([NH:32][CH2:33][CH2:34][CH2:35][C:36]2[CH:41]=[CH:40][CH:39]=[C:38]([OH:42])[CH:37]=2)=[N:27][C:26]=1[CH3:43])=[O:24])[C:4]([OH:44])=[O:3])=[O:21]. Given the reactants Cl.C[O:3][C:4](=[O:44])[C@@H:5]([NH:22][C:23]([C:25]1[C:26]([CH3:43])=[N:27][C:28]([NH:32][CH2:33][CH2:34][CH2:35][C:36]2[CH:41]=[CH:40][CH:39]=[C:38]([OH:42])[CH:37]=2)=[N:29][C:30]=1[CH3:31])=[O:24])[CH2:6][NH:7][C:8](=[O:21])[C:9]1[CH:14]=[C:13]([OH:15])[CH:12]=[C:11]([O:16][CH2:17][CH2:18][CH2:19][NH2:20])[CH:10]=1.[OH-].[Na+].Cl, predict the reaction product. (5) The product is: [CH3:34][CH2:33][O:32][C:37]([CH3:36])=[O:27].[CH3:2][CH2:1][CH2:5][CH2:10][CH2:9][CH3:8]. Given the reactants [C:1]([C:5]1C=C(C2C=CC=C(C3N=C(C)C4C(C=3)=CC([O:27]C)=C(OC)C=4)C=2)[CH:8]=[CH:9][CH:10]=1)(C)(C)[CH3:2].[O:32]1[CH2:37][CH2:36]O[CH2:34][CH2:33]1, predict the reaction product. (6) Given the reactants [F:1][CH:2]([F:13])[C:3]1[CH:4]=[CH:5][C:6]([F:12])=[C:7]([CH:11]=1)[C:8]([OH:10])=O.[NH2:14][C:15]1[CH:16]=[C:17]([S:21]([NH2:24])(=[O:23])=[O:22])[CH:18]=[CH:19][CH:20]=1.CN1CCOCC1.CN(C(ON1N=NC2C=CC=NC1=2)=[N+](C)C)C.F[P-](F)(F)(F)(F)F.Cl, predict the reaction product. The product is: [F:13][CH:2]([F:1])[C:3]1[CH:4]=[CH:5][C:6]([F:12])=[C:7]([CH:11]=1)[C:8]([NH:14][C:15]1[CH:20]=[CH:19][CH:18]=[C:17]([S:21](=[O:23])(=[O:22])[NH2:24])[CH:16]=1)=[O:10]. (7) Given the reactants [F:1][C:2]1[C:10]2[NH:9][C:8](=[S:11])[NH:7][C:6]=2[CH:5]=[C:4]([F:12])[C:3]=1[F:13].[H-].[Na+].[N+]([C:19]1[O:23][C:22]([CH:24]=[O:25])=[CH:21][CH:20]=1)([O-])=O, predict the reaction product. The product is: [F:1][C:2]1[C:10]2[N:9]=[C:8]([S:11][C:19]3[O:23][C:22]([CH:24]=[O:25])=[CH:21][CH:20]=3)[NH:7][C:6]=2[CH:5]=[C:4]([F:12])[C:3]=1[F:13]. (8) Given the reactants [NH2:1][CH2:2][C:3]([OH:5])=[O:4].[OH-].[Na+].[F:8][C:9]([F:20])([F:19])[C:10]1[CH:11]=[C:12]([CH:16]=[CH:17][CH:18]=1)[C:13](Cl)=[O:14].Cl, predict the reaction product. The product is: [F:8][C:9]([F:19])([F:20])[C:10]1[CH:11]=[C:12]([CH:16]=[CH:17][CH:18]=1)[C:13]([NH:1][CH2:2][C:3]([OH:5])=[O:4])=[O:14]. (9) Given the reactants [C:1](Cl)(=[O:3])[CH3:2].[NH2:5][C:6](=[N:27]O)[C:7]1[CH:12]=[CH:11][C:10]([C:13]2[CH:14]=[CH:15][CH:16]=[C:17]3[C:22]=2[CH:21]=[C:20]([C:23]([O:25][CH3:26])=[O:24])[CH:19]=[CH:18]3)=[CH:9][CH:8]=1, predict the reaction product. The product is: [CH3:2][C:1]1[O:3][N:27]=[C:6]([C:7]2[CH:8]=[CH:9][C:10]([C:13]3[CH:14]=[CH:15][CH:16]=[C:17]4[C:22]=3[CH:21]=[C:20]([C:23]([O:25][CH3:26])=[O:24])[CH:19]=[CH:18]4)=[CH:11][CH:12]=2)[N:5]=1.